From a dataset of Full USPTO retrosynthesis dataset with 1.9M reactions from patents (1976-2016). Predict the reactants needed to synthesize the given product. (1) The reactants are: [CH3:1][S:2]([C:5]1[CH:6]=[C:7]([C:11]2[S:15][C:14]([CH2:16][NH:17][S:18]([C:21]3[CH:26]=[CH:25][CH:24]=[CH:23][C:22]=3[C:27]([F:30])([F:29])[F:28])(=[O:20])=[O:19])=[CH:13][CH:12]=2)[CH:8]=[CH:9][CH:10]=1)(=[O:4])=[O:3].[CH2:31](I)[CH:32]([CH3:34])[CH3:33].C(=O)([O-])[O-].[Cs+].[Cs+]. Given the product [CH2:31]([N:17]([CH2:16][C:14]1[S:15][C:11]([C:7]2[CH:8]=[CH:9][CH:10]=[C:5]([S:2]([CH3:1])(=[O:3])=[O:4])[CH:6]=2)=[CH:12][CH:13]=1)[S:18]([C:21]1[CH:26]=[CH:25][CH:24]=[CH:23][C:22]=1[C:27]([F:30])([F:28])[F:29])(=[O:20])=[O:19])[CH:32]([CH3:34])[CH3:33], predict the reactants needed to synthesize it. (2) Given the product [C:1]([O:5][C:6]([NH:8][C@@H:9]([CH2:42][C:43]1[CH:44]=[CH:45][CH:46]=[CH:47][CH:48]=1)[CH2:10][C@@H:11]1[O:15][C:14]([CH3:17])([CH3:16])[N:13]([C:18]([O:20][CH2:21][C:22]2[CH:27]=[CH:26][CH:25]=[CH:24][CH:23]=2)=[O:19])[C@H:12]1[CH2:28][C:29]1[CH:34]=[CH:33][C:32]([C:55]2[CH:54]=[N:53][C:52]([CH3:51])=[CH:57][CH:56]=2)=[CH:31][CH:30]=1)=[O:7])([CH3:4])([CH3:3])[CH3:2], predict the reactants needed to synthesize it. The reactants are: [C:1]([O:5][C:6]([NH:8][C@@H:9]([CH2:42][C:43]1[CH:48]=[CH:47][CH:46]=[CH:45][CH:44]=1)[CH2:10][C@@H:11]1[O:15][C:14]([CH3:17])([CH3:16])[N:13]([C:18]([O:20][CH2:21][C:22]2[CH:27]=[CH:26][CH:25]=[CH:24][CH:23]=2)=[O:19])[C@H:12]1[CH2:28][C:29]1[CH:34]=[CH:33][C:32](OC(=O)C(F)(F)F)=[CH:31][CH:30]=1)=[O:7])([CH3:4])([CH3:3])[CH3:2].[Li+].[Cl-].[CH3:51][C:52]1[CH:57]=[CH:56][C:55]([Sn](CCCC)(CCCC)CCCC)=[CH:54][N:53]=1. (3) Given the product [CH2:1]([N:8]([CH2:19][C:20]1[CH:25]=[CH:24][CH:23]=[CH:22][CH:21]=1)[C@H:9]1[CH2:10][CH2:11][C@H:12]([C:15]2[N:33]([CH2:32][CH2:31][O:30][CH3:29])[CH:26]=[N:18][N:17]=2)[CH2:13][CH2:14]1)[C:2]1[CH:3]=[CH:4][CH:5]=[CH:6][CH:7]=1, predict the reactants needed to synthesize it. The reactants are: [CH2:1]([N:8]([CH2:19][C:20]1[CH:25]=[CH:24][CH:23]=[CH:22][CH:21]=1)[C@H:9]1[CH2:14][CH2:13][C@H:12]([C:15]([NH:17][NH2:18])=O)[CH2:11][CH2:10]1)[C:2]1[CH:7]=[CH:6][CH:5]=[CH:4][CH:3]=1.[C:26](#N)C.[CH3:29][O:30][CH2:31][CH2:32][NH2:33].C(O)(=O)C.